Dataset: Forward reaction prediction with 1.9M reactions from USPTO patents (1976-2016). Task: Predict the product of the given reaction. (1) Given the reactants [Li+].[OH-].[CH3:3][O:4][C:5]1[CH:10]=[CH:9][C:8]([C:11]2[CH:16]=[CH:15][C:14]([C:17]([O:19]C)=[O:18])=[C:13]([N+:21]([O-:23])=[O:22])[CH:12]=2)=[CH:7][CH:6]=1.Cl.C(OCC)(=O)C, predict the reaction product. The product is: [CH3:3][O:4][C:5]1[CH:6]=[CH:7][C:8]([C:11]2[CH:16]=[CH:15][C:14]([C:17]([OH:19])=[O:18])=[C:13]([N+:21]([O-:23])=[O:22])[CH:12]=2)=[CH:9][CH:10]=1. (2) Given the reactants [F:1][CH:2]1[CH2:8][CH:7]([O:9][CH2:10][C:11]2[CH:16]=[CH:15][C:14]([O:17][CH3:18])=[CH:13][CH:12]=2)[CH2:6][CH2:5][N:4]([C:19](OC(C)(C)C)=O)[CH2:3]1.Cl.[F-].[K+].Cl[C:30]1[N:34](C)[N:33]=[CH:32][C:31]=1[N+:36]([O-:38])=[O:37], predict the reaction product. The product is: [F:1][CH:2]1[CH2:8][CH:7]([O:9][CH2:10][C:11]2[CH:12]=[CH:13][C:14]([O:17][CH3:18])=[CH:15][CH:16]=2)[CH2:6][CH2:5][N:4]([C:19]2[N:33]([CH3:32])[N:34]=[CH:30][C:31]=2[N+:36]([O-:38])=[O:37])[CH2:3]1. (3) The product is: [ClH:27].[F:26][C:23]1[CH:24]=[CH:25][C:20]([CH2:19][C:17]2[O:16][N:15]=[C:14]([C@H:10]3[CH2:11][CH2:12][CH2:13][NH:8][CH2:9]3)[N:18]=2)=[CH:21][CH:22]=1. Given the reactants C(OC([N:8]1[CH2:13][CH2:12][CH2:11][C@H:10]([C:14]2[N:18]=[C:17]([CH2:19][C:20]3[CH:25]=[CH:24][C:23]([F:26])=[CH:22][CH:21]=3)[O:16][N:15]=2)[CH2:9]1)=O)(C)(C)C.[ClH:27], predict the reaction product.